This data is from Full USPTO retrosynthesis dataset with 1.9M reactions from patents (1976-2016). The task is: Predict the reactants needed to synthesize the given product. (1) Given the product [N+:12]([C:3]1[C:2]([O:1][CH:20]2[CH2:25][CH2:24][O:23][CH2:22][CH2:21]2)=[CH:11][CH:10]=[CH:9][C:4]=1[C:5]([O:7][CH3:8])=[O:6])([O-:14])=[O:13], predict the reactants needed to synthesize it. The reactants are: [OH:1][C:2]1[C:3]([N+:12]([O-:14])=[O:13])=[C:4]([CH:9]=[CH:10][CH:11]=1)[C:5]([O:7][CH3:8])=[O:6].CS(O[CH:20]1[CH2:25][CH2:24][O:23][CH2:22][CH2:21]1)(=O)=O.C([O-])([O-])=O.[K+].[K+].C(OCC)(=O)C. (2) Given the product [C:1]([C:3]1[CH:4]=[CH:5][C:6]([N:9]2[C:13]([C:14]3[CH:19]=[CH:18][C:17]([CH3:20])=[CH:16][CH:15]=3)=[CH:12][C:11]([C:21]([OH:23])=[O:22])=[N:10]2)=[CH:7][CH:8]=1)#[N:2], predict the reactants needed to synthesize it. The reactants are: [C:1]([C:3]1[CH:8]=[CH:7][C:6]([N:9]2[C:13]([C:14]3[CH:19]=[CH:18][C:17]([CH3:20])=[CH:16][CH:15]=3)=[CH:12][C:11]([C:21]([O:23]C)=[O:22])=[N:10]2)=[CH:5][CH:4]=1)#[N:2].[Li+].[OH-]. (3) Given the product [CH3:1][N:2]1[C@@H:19]2[CH2:20][C:7]3[CH:8]=[CH:9][C:10]([O:22][CH3:23])=[C:11]4[O:12][C@H:13]5[C:14]([CH2:16][CH2:17][C@:18]2([OH:21])[C@:5]5([C:6]=34)[CH2:4][CH2:3]1)=[O:15].[CH3:1][N:2]1[C@@H:19]2[CH2:20][C:7]3[CH:8]=[CH:9][C:10]([O:22][CH3:23])=[C:11]4[O:12][CH:13]5[C:14]([CH:16]=[CH:17][C@:18]2([OH:21])[C@:5]5([C:6]=34)[CH2:4][CH2:3]1)=[O:15], predict the reactants needed to synthesize it. The reactants are: [CH3:1][N:2]1[C@@H:19]2[CH2:20][C:7]3[CH:8]=[CH:9][C:10]([O:22][CH3:23])=[C:11]4[O:12][C@H:13]5[C:14]([CH2:16][CH2:17][C@:18]2([OH:21])[C@:5]5([C:6]=34)[CH2:4][CH2:3]1)=[O:15]. (4) Given the product [CH2:1]([O:8][C:9]1[CH:10]=[C:11]2[C:16](=[CH:17][C:18]=1[O:19][CH3:20])[CH:15](/[CH:21]=[CH:22]/[C:23]1[CH:28]=[C:27]([O:29][CH2:30][C:31]3[CH:32]=[CH:33][CH:34]=[CH:35][CH:36]=3)[C:26]([O:37][CH3:38])=[CH:25][C:24]=1[C:39]([CH3:42])([CH3:41])[CH3:40])[NH:14][CH2:13][CH2:12]2)[C:2]1[CH:7]=[CH:6][CH:5]=[CH:4][CH:3]=1, predict the reactants needed to synthesize it. The reactants are: [CH2:1]([O:8][C:9]1[CH:10]=[C:11]2[C:16](=[CH:17][C:18]=1[O:19][CH3:20])[C:15](/[CH:21]=[CH:22]/[C:23]1[CH:28]=[C:27]([O:29][CH2:30][C:31]3[CH:36]=[CH:35][CH:34]=[CH:33][CH:32]=3)[C:26]([O:37][CH3:38])=[CH:25][C:24]=1[C:39]([CH3:42])([CH3:41])[CH3:40])=[N:14][CH2:13][CH2:12]2)[C:2]1[CH:7]=[CH:6][CH:5]=[CH:4][CH:3]=1.[BH4-].[Na+]. (5) Given the product [C:1]([O:5][C:6]([N:8]1[C:12]2[CH:13]=[CH:14][CH:15]=[CH:16][C:11]=2[N:10]=[C:9]1[CH2:17][N:18]([CH2:45][C:42]1([CH2:41][CH2:40][N:31]2[C:30](=[O:29])[C:38]3[C:33](=[CH:34][CH:35]=[CH:36][CH:37]=3)[C:32]2=[O:39])[CH2:44][CH2:43]1)[CH:19]1[C:28]2[N:27]=[CH:26][CH:25]=[CH:24][C:23]=2[CH2:22][CH2:21][CH2:20]1)=[O:7])([CH3:4])([CH3:2])[CH3:3], predict the reactants needed to synthesize it. The reactants are: [C:1]([O:5][C:6]([N:8]1[C:12]2[CH:13]=[CH:14][CH:15]=[CH:16][C:11]=2[N:10]=[C:9]1[CH2:17][NH:18][CH:19]1[C:28]2[N:27]=[CH:26][CH:25]=[CH:24][C:23]=2[CH2:22][CH2:21][CH2:20]1)=[O:7])([CH3:4])([CH3:3])[CH3:2].[O:29]=[C:30]1[C:38]2[C:33](=[CH:34][CH:35]=[CH:36][CH:37]=2)[C:32](=[O:39])[N:31]1[CH2:40][CH2:41][C:42]1([CH:45]=O)[CH2:44][CH2:43]1.[BH-](OC(C)=O)(OC(C)=O)OC(C)=O.[Na+].